This data is from NCI-60 drug combinations with 297,098 pairs across 59 cell lines. The task is: Regression. Given two drug SMILES strings and cell line genomic features, predict the synergy score measuring deviation from expected non-interaction effect. (1) Drug 1: CCC1=CC2CC(C3=C(CN(C2)C1)C4=CC=CC=C4N3)(C5=C(C=C6C(=C5)C78CCN9C7C(C=CC9)(C(C(C8N6C)(C(=O)OC)O)OC(=O)C)CC)OC)C(=O)OC.C(C(C(=O)O)O)(C(=O)O)O. Drug 2: C(CC(=O)O)C(=O)CN.Cl. Cell line: HCT116. Synergy scores: CSS=23.2, Synergy_ZIP=-0.805, Synergy_Bliss=-5.68, Synergy_Loewe=-26.8, Synergy_HSA=-3.99. (2) Drug 1: CC(CN1CC(=O)NC(=O)C1)N2CC(=O)NC(=O)C2. Drug 2: COCCOC1=C(C=C2C(=C1)C(=NC=N2)NC3=CC=CC(=C3)C#C)OCCOC.Cl. Cell line: HL-60(TB). Synergy scores: CSS=59.6, Synergy_ZIP=-1.97, Synergy_Bliss=-1.72, Synergy_Loewe=-1.14, Synergy_HSA=-0.387. (3) Drug 1: CCC(=C(C1=CC=CC=C1)C2=CC=C(C=C2)OCCN(C)C)C3=CC=CC=C3.C(C(=O)O)C(CC(=O)O)(C(=O)O)O. Drug 2: C(CCl)NC(=O)N(CCCl)N=O. Cell line: OVCAR-4. Synergy scores: CSS=-0.325, Synergy_ZIP=-0.722, Synergy_Bliss=0.579, Synergy_Loewe=-2.50, Synergy_HSA=-1.34. (4) Drug 2: CC1=C(C=C(C=C1)NC(=O)C2=CC=C(C=C2)CN3CCN(CC3)C)NC4=NC=CC(=N4)C5=CN=CC=C5. Cell line: OVCAR-4. Synergy scores: CSS=24.5, Synergy_ZIP=-1.07, Synergy_Bliss=-3.09, Synergy_Loewe=-14.1, Synergy_HSA=-3.31. Drug 1: C1=CC(=CC=C1CCC2=CNC3=C2C(=O)NC(=N3)N)C(=O)NC(CCC(=O)O)C(=O)O. (5) Cell line: RXF 393. Drug 2: C1C(C(OC1N2C=NC(=NC2=O)N)CO)O. Synergy scores: CSS=-1.02, Synergy_ZIP=0.454, Synergy_Bliss=-4.24, Synergy_Loewe=-8.56, Synergy_HSA=-10.3. Drug 1: COC1=C2C(=CC3=C1OC=C3)C=CC(=O)O2. (6) Drug 1: C1CCN(CC1)CCOC2=CC=C(C=C2)C(=O)C3=C(SC4=C3C=CC(=C4)O)C5=CC=C(C=C5)O. Drug 2: CC12CCC3C(C1CCC2=O)CC(=C)C4=CC(=O)C=CC34C. Cell line: CAKI-1. Synergy scores: CSS=37.6, Synergy_ZIP=2.31, Synergy_Bliss=-1.62, Synergy_Loewe=-1.35, Synergy_HSA=-1.36.